From a dataset of Full USPTO retrosynthesis dataset with 1.9M reactions from patents (1976-2016). Predict the reactants needed to synthesize the given product. (1) The reactants are: [CH3:1][O:2][CH:3]([O:22][CH3:23])[C:4]1[CH:21]=[CH:20][C:7](/[CH:8]=[N:9]/[C:10]2[CH:18]=[CH:17][CH:16]=[C:15]3[C:11]=2[CH2:12][O:13][C:14]3=[O:19])=[CH:6][CH:5]=1.[CH:24](=O)[C:25]1[CH:30]=[CH:29][CH:28]=[CH:27][CH:26]=1.[CH3:32][O-:33].[Na+]. Given the product [CH3:23][O:22][CH:3]([O:2][CH3:1])[C:4]1[CH:21]=[CH:20][C:7]([CH:8]2[CH:24]([C:25]3[CH:30]=[CH:29][CH:28]=[CH:27][CH:26]=3)[C:32](=[O:33])[C:11]3[C:15]([C:14]([O:13][CH3:12])=[O:19])=[CH:16][CH:17]=[CH:18][C:10]=3[NH:9]2)=[CH:6][CH:5]=1, predict the reactants needed to synthesize it. (2) Given the product [C:1]1([CH2:7][O:8][C:9](=[O:23])[N:10]([CH2:12][C:13]2[N:22]([CH2:31][O:30][CH2:29][CH2:28][Si:27]([CH3:34])([CH3:33])[CH3:26])[C:16]3=[N:17][CH:18]=[C:19]([Br:21])[CH:20]=[C:15]3[N:14]=2)[CH3:11])[CH:6]=[CH:5][CH:4]=[CH:3][CH:2]=1, predict the reactants needed to synthesize it. The reactants are: [C:1]1([CH2:7][O:8][C:9](=[O:23])[N:10]([CH2:12][C:13]2[NH:14][C:15]3[C:16]([N:22]=2)=[N:17][CH:18]=[C:19]([Br:21])[CH:20]=3)[CH3:11])[CH:6]=[CH:5][CH:4]=[CH:3][CH:2]=1.[H-].[Na+].[CH3:26][Si:27]([CH3:34])([CH3:33])[CH2:28][CH2:29][O:30][CH2:31]Cl. (3) Given the product [CH3:1][C:2]1([C:17]([O:19][CH3:20])=[O:18])[C@H:7]([NH:8][C@@H:9]([C:11]2[CH:16]=[CH:15][CH:14]=[CH:13][CH:12]=2)[CH3:10])[CH2:6][CH2:5][O:4][CH2:3]1, predict the reactants needed to synthesize it. The reactants are: [CH3:1][C:2]1([C:17]([O:19][CH3:20])=[O:18])[C:7](=[N:8][C@@H:9]([C:11]2[CH:16]=[CH:15][CH:14]=[CH:13][CH:12]=2)[CH3:10])[CH2:6][CH2:5][O:4][CH2:3]1.[BH-](OC(C)=O)(OC(C)=O)OC(C)=O.[Na+]. (4) Given the product [Cl:1][CH2:2][C:3]([C:5]1[CH:9]=[C:8]([C:10](=[O:19])[C:11]2[CH:16]=[CH:15][C:14]([S:17]([CH3:18])=[O:22])=[CH:13][CH:12]=2)[N:7]([CH3:20])[CH:6]=1)=[O:4], predict the reactants needed to synthesize it. The reactants are: [Cl:1][CH2:2][C:3]([C:5]1[CH:9]=[C:8]([C:10](=[O:19])[C:11]2[CH:16]=[CH:15][C:14]([S:17][CH3:18])=[CH:13][CH:12]=2)[N:7]([CH3:20])[CH:6]=1)=[O:4].B1([O-])O[O:22]1.O.O.O.O.[Na+]. (5) Given the product [Cl:25][CH2:24][C:20]1[N:19]=[C:18]([CH2:17][N:8]([CH2:7][C:2]2[CH:3]=[CH:4][CH:5]=[CH:6][N:1]=2)[CH2:9][C:10]2[CH:15]=[CH:14][CH:13]=[CH:12][N:11]=2)[CH:23]=[CH:22][CH:21]=1, predict the reactants needed to synthesize it. The reactants are: [N:1]1[CH:6]=[CH:5][CH:4]=[CH:3][C:2]=1[CH2:7][NH:8][CH2:9][C:10]1[CH:15]=[CH:14][CH:13]=[CH:12][N:11]=1.Cl[CH2:17][C:18]1[CH:23]=[CH:22][CH:21]=[C:20]([CH2:24][Cl:25])[N:19]=1. (6) Given the product [ClH:22].[C:1]([C:5]1[CH:10]=[CH:9][C:8]([C:11]2[N:12]([C:30]([N:39]3[CH2:38][CH2:37][N:36]([CH2:42][CH2:43][C:44]([OH:46])=[O:45])[CH2:41][CH2:40]3)=[O:31])[C@H:13]([C:23]3[CH:24]=[CH:25][C:26]([Cl:29])=[CH:27][CH:28]=3)[C@H:14]([C:16]3[CH:21]=[CH:20][C:19]([Cl:22])=[CH:18][CH:17]=3)[N:15]=2)=[C:7]([O:33][CH2:34][CH3:35])[CH:6]=1)([CH3:4])([CH3:2])[CH3:3], predict the reactants needed to synthesize it. The reactants are: [C:1]([C:5]1[CH:10]=[CH:9][C:8]([C:11]2[N:12]([C:30](Cl)=[O:31])[C@H:13]([C:23]3[CH:28]=[CH:27][C:26]([Cl:29])=[CH:25][CH:24]=3)[C@H:14]([C:16]3[CH:21]=[CH:20][C:19]([Cl:22])=[CH:18][CH:17]=3)[N:15]=2)=[C:7]([O:33][CH2:34][CH3:35])[CH:6]=1)([CH3:4])([CH3:3])[CH3:2].[N:36]1([CH2:42][CH2:43][C:44]([OH:46])=[O:45])[CH2:41][CH2:40][NH:39][CH2:38][CH2:37]1.